The task is: Predict the product of the given reaction.. This data is from Forward reaction prediction with 1.9M reactions from USPTO patents (1976-2016). Given the reactants [F:1][C:2]([F:14])([F:13])[C:3]1[CH:8]=[CH:7][C:6]([CH2:9][C:10]([OH:12])=O)=[CH:5][CH:4]=1.C([O:17][C:18](=[O:40])[C:19]([O:22][C:23]1[CH:28]=[CH:27][C:26]([O:29][C:30]2[CH:35]=[CH:34][CH:33]=[C:32]([CH2:36][NH2:37])[CH:31]=2)=[CH:25][C:24]=1[CH2:38]C)([CH3:21])[CH3:20])C, predict the reaction product. The product is: [CH3:21][C:19]([O:22][C:23]1[CH:28]=[CH:27][C:26]([O:29][C:30]2[CH:35]=[CH:34][CH:33]=[C:32]([CH2:36][NH:37][C:10](=[O:12])[CH2:9][C:6]3[CH:5]=[CH:4][C:3]([C:2]([F:1])([F:14])[F:13])=[CH:8][CH:7]=3)[CH:31]=2)=[CH:25][C:24]=1[CH3:38])([CH3:20])[C:18]([OH:40])=[O:17].